From a dataset of Full USPTO retrosynthesis dataset with 1.9M reactions from patents (1976-2016). Predict the reactants needed to synthesize the given product. (1) Given the product [CH2:11]1[C:3]2([CH2:4][CH2:5][CH2:6][CH2:7][CH2:8][CH2:9][CH2:10]2)[CH2:1][CH2:15][O:14][C:12]1=[O:13], predict the reactants needed to synthesize it. The reactants are: [CH:1]([C:3]1([CH2:11][C:12]([O:14][CH3:15])=[O:13])[CH2:10][CH2:9][CH2:8][CH2:7][CH2:6][CH2:5][CH2:4]1)=C.C12BC(CCC1)CCC2.O1CCCC1.[OH-].[Na+].OO.Cl. (2) Given the product [CH3:27][S:28]([C:31]1[CH:32]=[C:33]([NH:37][C:24]([C:23]2[CH:22]=[N:21][N:15]3[C:16]([CH:18]([F:20])[F:19])=[CH:17][C:12]([C:4]4[CH:5]=[CH:6][C:7]([C:8]([F:10])([F:11])[F:9])=[C:2]([Cl:1])[CH:3]=4)=[N:13][C:14]=23)=[O:26])[CH:34]=[CH:35][CH:36]=1)(=[O:29])=[O:30], predict the reactants needed to synthesize it. The reactants are: [Cl:1][C:2]1[CH:3]=[C:4]([C:12]2[CH:17]=[C:16]([CH:18]([F:20])[F:19])[N:15]3[N:21]=[CH:22][C:23]([C:24]([OH:26])=O)=[C:14]3[N:13]=2)[CH:5]=[CH:6][C:7]=1[C:8]([F:11])([F:10])[F:9].[CH3:27][S:28]([C:31]1[CH:32]=[C:33]([NH2:37])[CH:34]=[CH:35][CH:36]=1)(=[O:30])=[O:29].Cl. (3) Given the product [Br:1][C:2]1[CH:7]=[C:6]([F:8])[CH:5]=[CH:4][C:3]=1[O:9][C:11]([O:13][CH3:14])=[O:12], predict the reactants needed to synthesize it. The reactants are: [Br:1][C:2]1[CH:7]=[C:6]([F:8])[CH:5]=[CH:4][C:3]=1[OH:9].Cl[C:11]([O:13][CH3:14])=[O:12].[OH-].[Na+]. (4) Given the product [ClH:1].[NH:7]1[CH2:14][S:13][CH2:12][C@H:8]1[C:9]([NH2:11])=[O:10].[Cl:1][CH2:2][C:3]([N:7]1[C@H:8]([C:9]#[N:11])[CH2:12][S:13][CH2:14]1)=[O:4], predict the reactants needed to synthesize it. The reactants are: [Cl:1][CH2:2][C:3](Cl)=[O:4].Cl.[NH:7]1[CH2:14][S:13][CH2:12][C@H:8]1[C:9]([NH2:11])=[O:10].FC(F)(F)C(OC(=O)C(F)(F)F)=O. (5) Given the product [Br:20][C:5]1[CH:4]=[C:3]([CH:10]([CH3:12])[CH3:11])[C:2]([F:1])=[CH:7][C:6]=1[O:8][CH3:9], predict the reactants needed to synthesize it. The reactants are: [F:1][C:2]1[CH:7]=[C:6]([O:8][CH3:9])[CH:5]=[CH:4][C:3]=1[CH:10]([CH3:12])[CH3:11].C1C(=O)N([Br:20])C(=O)C1.[O-]S([O-])=O.[Na+].[Na+]. (6) Given the product [CH:3]1([C:6]2[CH:7]=[CH:8][CH:9]=[C:10]3[C:15]=2[N:14]=[C:13]([C:16]([N:18]2[CH2:19][CH2:20][C:21]4([CH2:32][C:31](=[O:33])[C:30]5[C:25](=[CH:26][CH:27]=[C:28]([C:34]6[CH:35]=[N:36][N:37]([CH3:39])[CH:38]=6)[CH:29]=5)[O:24]4)[CH2:22][CH2:23]2)=[O:17])[CH:12]=[C:11]3[C:40]2[CH:49]=[CH:48][C:43]([C:44]([OH:46])=[O:45])=[CH:42][CH:41]=2)[CH2:5][CH2:4]1, predict the reactants needed to synthesize it. The reactants are: [OH-].[Na+].[CH:3]1([C:6]2[CH:7]=[CH:8][CH:9]=[C:10]3[C:15]=2[N:14]=[C:13]([C:16]([N:18]2[CH2:23][CH2:22][C:21]4([CH2:32][C:31](=[O:33])[C:30]5[C:25](=[CH:26][CH:27]=[C:28]([C:34]6[CH:35]=[N:36][N:37]([CH3:39])[CH:38]=6)[CH:29]=5)[O:24]4)[CH2:20][CH2:19]2)=[O:17])[CH:12]=[C:11]3[C:40]2[CH:49]=[CH:48][C:43]([C:44]([O:46]C)=[O:45])=[CH:42][CH:41]=2)[CH2:5][CH2:4]1.CO.Cl.